The task is: Predict the product of the given reaction.. This data is from Forward reaction prediction with 1.9M reactions from USPTO patents (1976-2016). The product is: [F:16][C:17]1[CH:18]=[C:19]([N+:24]([O-:26])=[O:25])[CH:20]=[CH:21][C:22]=1[N:12]1[CH2:13][CH2:14][S:9](=[O:15])(=[O:8])[CH2:10][CH2:11]1. Given the reactants C([O-])([O-])=O.[K+].[K+].Cl.[O:8]=[S:9]1(=[O:15])[CH2:14][CH2:13][NH:12][CH2:11][CH2:10]1.[F:16][C:17]1[CH:18]=[C:19]([N+:24]([O-:26])=[O:25])[CH:20]=[CH:21][C:22]=1F, predict the reaction product.